This data is from NCI-60 drug combinations with 297,098 pairs across 59 cell lines. The task is: Regression. Given two drug SMILES strings and cell line genomic features, predict the synergy score measuring deviation from expected non-interaction effect. (1) Cell line: MOLT-4. Synergy scores: CSS=70.2, Synergy_ZIP=-0.917, Synergy_Bliss=-1.24, Synergy_Loewe=-1.98, Synergy_HSA=-1.01. Drug 2: CC(C)CN1C=NC2=C1C3=CC=CC=C3N=C2N. Drug 1: C1CCC(C(C1)N)N.C(=O)(C(=O)[O-])[O-].[Pt+4]. (2) Drug 1: CC1C(C(=O)NC(C(=O)N2CCCC2C(=O)N(CC(=O)N(C(C(=O)O1)C(C)C)C)C)C(C)C)NC(=O)C3=C4C(=C(C=C3)C)OC5=C(C(=O)C(=C(C5=N4)C(=O)NC6C(OC(=O)C(N(C(=O)CN(C(=O)C7CCCN7C(=O)C(NC6=O)C(C)C)C)C)C(C)C)C)N)C. Drug 2: C1=CN(C=N1)CC(O)(P(=O)(O)O)P(=O)(O)O. Cell line: MDA-MB-435. Synergy scores: CSS=5.31, Synergy_ZIP=-6.07, Synergy_Bliss=0.594, Synergy_Loewe=-18.1, Synergy_HSA=-1.68. (3) Drug 1: CC1=CC=C(C=C1)C2=CC(=NN2C3=CC=C(C=C3)S(=O)(=O)N)C(F)(F)F. Drug 2: C1C(C(OC1N2C=NC3=C2NC=NCC3O)CO)O. Cell line: HCT116. Synergy scores: CSS=-3.54, Synergy_ZIP=0.780, Synergy_Bliss=2.57, Synergy_Loewe=-1.85, Synergy_HSA=-0.740. (4) Synergy scores: CSS=-11.6, Synergy_ZIP=8.87, Synergy_Bliss=2.93, Synergy_Loewe=-16.7, Synergy_HSA=-15.5. Drug 1: C1CCC(C1)C(CC#N)N2C=C(C=N2)C3=C4C=CNC4=NC=N3. Cell line: SK-MEL-5. Drug 2: CS(=O)(=O)OCCCCOS(=O)(=O)C. (5) Drug 1: CC1=C2C(C(=O)C3(C(CC4C(C3C(C(C2(C)C)(CC1OC(=O)C(C(C5=CC=CC=C5)NC(=O)C6=CC=CC=C6)O)O)OC(=O)C7=CC=CC=C7)(CO4)OC(=O)C)O)C)OC(=O)C. Drug 2: C(CN)CNCCSP(=O)(O)O. Cell line: U251. Synergy scores: CSS=50.3, Synergy_ZIP=-2.68, Synergy_Bliss=-5.61, Synergy_Loewe=-73.0, Synergy_HSA=-7.08. (6) Drug 1: C1CN1C2=NC(=NC(=N2)N3CC3)N4CC4. Drug 2: C1C(C(OC1N2C=NC(=NC2=O)N)CO)O. Cell line: CCRF-CEM. Synergy scores: CSS=64.4, Synergy_ZIP=0.594, Synergy_Bliss=0.366, Synergy_Loewe=-0.826, Synergy_HSA=4.13. (7) Drug 1: COC1=C(C=C2C(=C1)N=CN=C2NC3=CC(=C(C=C3)F)Cl)OCCCN4CCOCC4. Drug 2: CC1CCC2CC(C(=CC=CC=CC(CC(C(=O)C(C(C(=CC(C(=O)CC(OC(=O)C3CCCCN3C(=O)C(=O)C1(O2)O)C(C)CC4CCC(C(C4)OC)OCCO)C)C)O)OC)C)C)C)OC. Cell line: SNB-19. Synergy scores: CSS=23.1, Synergy_ZIP=-2.20, Synergy_Bliss=-1.27, Synergy_Loewe=0.997, Synergy_HSA=3.60. (8) Drug 1: CC1CCC2CC(C(=CC=CC=CC(CC(C(=O)C(C(C(=CC(C(=O)CC(OC(=O)C3CCCCN3C(=O)C(=O)C1(O2)O)C(C)CC4CCC(C(C4)OC)O)C)C)O)OC)C)C)C)OC. Drug 2: C1CN1C2=NC(=NC(=N2)N3CC3)N4CC4. Cell line: RPMI-8226. Synergy scores: CSS=43.9, Synergy_ZIP=-2.85, Synergy_Bliss=-1.51, Synergy_Loewe=-4.20, Synergy_HSA=-3.25. (9) Drug 1: CC1=CC=C(C=C1)C2=CC(=NN2C3=CC=C(C=C3)S(=O)(=O)N)C(F)(F)F. Cell line: OVCAR-4. Synergy scores: CSS=24.9, Synergy_ZIP=-0.172, Synergy_Bliss=2.84, Synergy_Loewe=-3.67, Synergy_HSA=4.81. Drug 2: CC1C(C(CC(O1)OC2CC(CC3=C2C(=C4C(=C3O)C(=O)C5=C(C4=O)C(=CC=C5)OC)O)(C(=O)CO)O)N)O.Cl.